From a dataset of Catalyst prediction with 721,799 reactions and 888 catalyst types from USPTO. Predict which catalyst facilitates the given reaction. (1) Reactant: [N+:1]([C:4]1[CH:5]=[C:6](B(O)O)[CH:7]=[CH:8][CH:9]=1)([O-:3])=[O:2].[Cl-].[Li+].C(=O)([O-])[O-].[Na+].[Na+].C(O[CH2:25][CH3:26])(=O)C. Product: [C:26]1([C:6]2[CH:5]=[C:4]([N+:1]([O-:3])=[O:2])[CH:9]=[CH:8][CH:7]=2)[CH2:25][CH2:8][CH2:9][CH2:4][CH:5]=1. The catalyst class is: 104. (2) Reactant: [CH2:1]([N:8]([CH2:26][CH3:27])[C@@H:9]1[CH2:13][CH2:12][N:11]([C:14]2[N:25]=[CH:24][CH:23]=[CH:22][C:15]=2[C:16]([O:18]C(C)C)=[O:17])[CH2:10]1)[C:2]1[CH:7]=[CH:6][CH:5]=[CH:4][CH:3]=1.[OH-].[Na+]. Product: [CH2:26]([N:8]([CH2:1][C:2]1[CH:7]=[CH:6][CH:5]=[CH:4][CH:3]=1)[C@@H:9]1[CH2:13][CH2:12][N:11]([C:14]2[C:15]([C:16]([OH:18])=[O:17])=[CH:22][CH:23]=[CH:24][N:25]=2)[CH2:10]1)[CH3:27]. The catalyst class is: 5. (3) Reactant: CC(OI1(OC(C)=O)(OC(C)=O)OC(=O)C2C1=CC=CC=2)=O.[OH:23][CH2:24][C@H:25]1[CH2:29][CH2:28][S:27](=[O:31])(=[O:30])[N:26]1[CH2:32][CH2:33][CH2:34][C:35]1[S:39][C:38]([C:40]([O:42][CH3:43])=[O:41])=[CH:37][CH:36]=1. Product: [CH:24]([C@H:25]1[CH2:29][CH2:28][S:27](=[O:31])(=[O:30])[N:26]1[CH2:32][CH2:33][CH2:34][C:35]1[S:39][C:38]([C:40]([O:42][CH3:43])=[O:41])=[CH:37][CH:36]=1)=[O:23]. The catalyst class is: 2. (4) Reactant: C(OC([N:8]1[CH2:13][CH2:12][O:11][CH:10]([C:14]2[O:18][N:17]=[C:16]([C:19]3[CH:24]=[CH:23][C:22]([F:25])=[CH:21][CH:20]=3)[N:15]=2)[CH2:9]1)=O)(C)(C)C.[ClH:26]. Product: [ClH:26].[F:25][C:22]1[CH:23]=[CH:24][C:19]([C:16]2[N:15]=[C:14]([CH:10]3[O:11][CH2:12][CH2:13][NH:8][CH2:9]3)[O:18][N:17]=2)=[CH:20][CH:21]=1. The catalyst class is: 4.